From a dataset of Reaction yield outcomes from USPTO patents with 853,638 reactions. Predict the reaction yield, written as a fraction of the theoretical maximum amount of product (1.0 means a 100% yield; for example, 0.34 means a 34% yield). (1) The reactants are [OH:1][C:2]1[CH:24]=[CH:23][C:5]([CH:6]=[C:7]2[CH2:12][CH2:11][N:10]([C:13]([O:15][CH2:16][C:17]3[CH:22]=[CH:21][CH:20]=[CH:19][CH:18]=3)=[O:14])[CH2:9][CH2:8]2)=[CH:4][C:3]=1[N+:25]([O-:27])=[O:26].Br[CH2:29][C:30]([O:32][CH3:33])=[O:31].C(=O)([O-])[O-].[K+].[K+].O. The catalyst is C(#N)C. The product is [CH3:33][O:32][C:30](=[O:31])[CH2:29][O:1][C:2]1[CH:24]=[CH:23][C:5]([CH:6]=[C:7]2[CH2:12][CH2:11][N:10]([C:13]([O:15][CH2:16][C:17]3[CH:18]=[CH:19][CH:20]=[CH:21][CH:22]=3)=[O:14])[CH2:9][CH2:8]2)=[CH:4][C:3]=1[N+:25]([O-:27])=[O:26]. The yield is 0.310. (2) The reactants are [CH3:1][O:2][C:3]1[CH:8]=[CH:7][N:6]2[CH:9]=[CH:10][N:11]=[C:5]2[C:4]=1[C:12]#N.[OH-:14].[Na+].Cl.[OH2:17]. No catalyst specified. The product is [CH3:1][O:2][C:3]1[CH:8]=[CH:7][N:6]2[CH:9]=[CH:10][N:11]=[C:5]2[C:4]=1[C:12]([OH:17])=[O:14]. The yield is 0.760. (3) The reactants are [N+:1]([C:4]1[CH:9]=[CH:8][C:7]([C:10]2([C:16]#[N:17])[CH2:15][CH2:14][O:13][CH2:12][CH2:11]2)=[CH:6][CH:5]=1)([O-])=O. The catalyst is CO.[Pd]. The product is [NH2:1][C:4]1[CH:9]=[CH:8][C:7]([C:10]2([C:16]#[N:17])[CH2:15][CH2:14][O:13][CH2:12][CH2:11]2)=[CH:6][CH:5]=1. The yield is 1.00. (4) The reactants are [CH3:1][C:2]1[C:3]([NH2:8])=[N:4][O:5][C:6]=1[CH3:7].C(N(CC)CC)C.Cl[C:17]([O:19][C:20]1[CH:25]=[CH:24][CH:23]=[CH:22][CH:21]=1)=[O:18]. The catalyst is C(#N)C.C1COCC1. The product is [CH3:1][C:2]1[C:3]([NH:8][C:17](=[O:18])[O:19][C:20]2[CH:25]=[CH:24][CH:23]=[CH:22][CH:21]=2)=[N:4][O:5][C:6]=1[CH3:7]. The yield is 0.830. (5) The reactants are [CH2:1]([O:8][C:9]1[C:10](=[O:21])[CH:11]=[C:12]([CH:15]([OH:20])[C:16]([F:19])([F:18])[F:17])O[CH:14]=1)[C:2]1[CH:7]=[CH:6][CH:5]=[CH:4][CH:3]=1.[CH3:22][NH2:23].CO. The catalyst is ClCCl. The product is [CH2:1]([O:8][C:9]1[C:10](=[O:21])[CH:11]=[C:12]([CH:15]([OH:20])[C:16]([F:19])([F:18])[F:17])[N:23]([CH3:22])[CH:14]=1)[C:2]1[CH:7]=[CH:6][CH:5]=[CH:4][CH:3]=1. The yield is 0.770. (6) The reactants are [C:1]1([C:7]2[CH:15]=[CH:14][C:10]([C:11](O)=[O:12])=[CH:9][CH:8]=2)[CH:6]=[CH:5][CH:4]=[CH:3][CH:2]=1.C(Cl)(=O)C(Cl)=O.[OH-].[NH4+:23]. The catalyst is C(Cl)Cl.CN(C=O)C. The product is [C:1]1([C:7]2[CH:15]=[CH:14][C:10]([C:11]([NH2:23])=[O:12])=[CH:9][CH:8]=2)[CH:6]=[CH:5][CH:4]=[CH:3][CH:2]=1. The yield is 0.710. (7) The reactants are [Br:1][C:2]1[CH:3]=[C:4]2[C:9](=[CH:10][CH:11]=1)[N:8]=[CH:7][C:6]([N+:12]([O-:14])=[O:13])=[C:5]2Cl.[NH2:16][C:17]1[CH:22]=[CH:21][C:20]([N:23]2[CH2:28][CH2:27][CH:26]([C:29]([O:31][CH3:32])=[O:30])[CH2:25][CH2:24]2)=[C:19]([C:33]([F:36])([F:35])[F:34])[CH:18]=1.C([O-])(O)=O.[Na+]. The catalyst is O1CCOCC1.CCOC(C)=O. The product is [Br:1][C:2]1[CH:3]=[C:4]2[C:9](=[CH:10][CH:11]=1)[N:8]=[CH:7][C:6]([N+:12]([O-:14])=[O:13])=[C:5]2[NH:16][C:17]1[CH:22]=[CH:21][C:20]([N:23]2[CH2:28][CH2:27][CH:26]([C:29]([O:31][CH3:32])=[O:30])[CH2:25][CH2:24]2)=[C:19]([C:33]([F:36])([F:34])[F:35])[CH:18]=1. The yield is 0.900.